Predict the reactants needed to synthesize the given product. From a dataset of Full USPTO retrosynthesis dataset with 1.9M reactions from patents (1976-2016). The reactants are: [Cl:1][C:2]1[CH:3]=[C:4]([CH:8]=[CH:9][CH:10]=1)[C:5]([NH2:7])=[NH:6].[Cl:11][C:12]1[CH:23]=[C:22]([Cl:24])[CH:21]=[CH:20][C:13]=1[CH:14]=[C:15]([C:18]#[N:19])[C:16]#[N:17]. Given the product [NH2:19][CH2:18][C:15]1[C:16]([NH2:17])=[N:6][C:5]([C:4]2[CH:8]=[CH:9][CH:10]=[C:2]([Cl:1])[CH:3]=2)=[N:7][C:14]=1[C:13]1[CH:20]=[CH:21][C:22]([Cl:24])=[CH:23][C:12]=1[Cl:11], predict the reactants needed to synthesize it.